This data is from Forward reaction prediction with 1.9M reactions from USPTO patents (1976-2016). The task is: Predict the product of the given reaction. (1) Given the reactants O.[OH-].[Li+].C[O:5][C:6](=[O:37])[CH2:7][C:8]1[C:17]([CH3:18])=[C:16]([C:19]2[CH:24]=[CH:23][C:22]([S:25](=[O:35])(=[O:34])[NH:26][C:27]3[CH:32]=[CH:31][CH:30]=[C:29]([Cl:33])[CH:28]=3)=[CH:21][CH:20]=2)[C:15]2[C:10](=[CH:11][CH:12]=[C:13]([F:36])[CH:14]=2)[CH:9]=1.C1COCC1.O, predict the reaction product. The product is: [Cl:33][C:29]1[CH:28]=[C:27]([NH:26][S:25]([C:22]2[CH:21]=[CH:20][C:19]([C:16]3[C:15]4[C:10](=[CH:11][CH:12]=[C:13]([F:36])[CH:14]=4)[CH:9]=[C:8]([CH2:7][C:6]([OH:37])=[O:5])[C:17]=3[CH3:18])=[CH:24][CH:23]=2)(=[O:35])=[O:34])[CH:32]=[CH:31][CH:30]=1. (2) Given the reactants [CH3:1][CH2:2][CH2:3][CH2:4][CH2:5][CH2:6][CH2:7][CH2:8][CH2:9][CH2:10][CH2:11][CH2:12][CH2:13][CH2:14][CH2:15][CH2:16][CH2:17][C:18]([O:20]CC([O:20][C:18]([CH2:17][CH2:16][CH2:15][CH2:14][CH2:13][CH2:12][CH2:11][CH2:10][CH2:9][CH2:8][CH2:7][CH2:6][CH2:5][CH2:4][CH2:3][CH2:2][CH3:1])=[O:19])C[O:20][C:18]([CH2:17][CH2:16][CH2:15][CH2:14][CH2:13][CH2:12][CH2:11][CH2:10][CH2:9][CH2:8][CH2:7][CH2:6][CH2:5][CH2:4][CH2:3][CH2:2][CH3:1])=[O:19])=[O:19], predict the reaction product. The product is: [C:18]([OH:20])(=[O:19])[CH2:17][CH2:16][CH2:15][CH2:14][CH2:13][CH2:12][CH2:11]/[CH:10]=[CH:9]\[CH2:8]/[CH:7]=[CH:6]\[CH2:5][CH2:4][CH2:3][CH2:2][CH3:1]. (3) Given the reactants [CH2:1]([Sn](CCCC)(CCCC)CCCC)[CH:2]=[CH2:3].N#N.Br[C:20]1[CH:39]=[N:38][C:23]2[N:24]([CH2:36][CH3:37])[C:25]3[N:34]=[C:33]([F:35])[CH:32]=[CH:31][C:26]=3[N:27]([CH3:30])[C:28](=[O:29])[C:22]=2[CH:21]=1, predict the reaction product. The product is: [CH2:36]([N:24]1[C:23]2[N:38]=[CH:39][C:20]([CH2:3][CH:2]=[CH2:1])=[CH:21][C:22]=2[C:28](=[O:29])[N:27]([CH3:30])[C:26]2[CH:31]=[CH:32][C:33]([F:35])=[N:34][C:25]1=2)[CH3:37]. (4) Given the reactants [C:1]([C:4]1[C:43](=[O:44])[C@@:8]2([CH3:45])[C:9]3[C:15]([OH:16])=[CH:14][C:13]([O:17][CH3:18])=[C:12]([C:19]([NH:21][CH2:22][C:23]4[C:28]([CH3:29])=[CH:27][C:26]([NH:30][S:31]([C:34]5[CH:39]=[CH:38][C:37]([Cl:40])=[CH:36][C:35]=5[Cl:41])(=[O:33])=[O:32])=[CH:25][C:24]=4[CH3:42])=[O:20])[C:10]=3[O:11][C:7]2=[CH:6][C:5]=1[OH:46])(=O)[CH3:2].C(=O)(O)[O-].[Na+].Cl.[CH2:53]([O:56][NH2:57])[CH:54]=[CH2:55].Cl, predict the reaction product. The product is: [CH2:53]([O:56]/[N:57]=[C:1](/[C:4]1[C:43](=[O:44])[C@@:8]2([CH3:45])[C:9]3[C:15]([OH:16])=[CH:14][C:13]([O:17][CH3:18])=[C:12]([C:19]([NH:21][CH2:22][C:23]4[C:28]([CH3:29])=[CH:27][C:26]([NH:30][S:31]([C:34]5[CH:39]=[CH:38][C:37]([Cl:40])=[CH:36][C:35]=5[Cl:41])(=[O:33])=[O:32])=[CH:25][C:24]=4[CH3:42])=[O:20])[C:10]=3[O:11][C:7]2=[CH:6][C:5]=1[OH:46])\[CH3:2])[CH:54]=[CH2:55]. (5) Given the reactants [CH3:1][N:2]([CH2:4][C:5]1[CH:6]=[C:7]([C:10]([O:12][CH2:13][CH3:14])=[O:11])[NH:8][CH:9]=1)[CH3:3].[CH3:15][I:16], predict the reaction product. The product is: [I-:16].[CH2:13]([O:12][C:10]([C:7]1[NH:8][CH:9]=[C:5]([CH2:4][N+:2]([CH3:15])([CH3:1])[CH3:3])[CH:6]=1)=[O:11])[CH3:14].